Dataset: Forward reaction prediction with 1.9M reactions from USPTO patents (1976-2016). Task: Predict the product of the given reaction. (1) Given the reactants BrC(=C)C[N:4]1[C:12]2[C:7](=[CH:8][CH:9]=[C:10]([C:13]([O:15][CH3:16])=[O:14])[CH:11]=2)[C:6]([CH:17]2[CH2:22][CH2:21][CH2:20][CH2:19][CH2:18]2)=[C:5]1[C:23]1[CH:28]=[CH:27][CH:26]=[CH:25][C:24]=1[CH:29]=[CH2:30].[O:32]1[CH:36]=[CH:35][C:34](B(O)O)=[CH:33]1.[Li+].[Cl-].C(=O)([O-])[O-].[Na+].[Na+], predict the reaction product. The product is: [CH:17]1([C:6]2[C:7]3[C:12](=[CH:11][C:10]([C:13]([O:15][CH3:16])=[O:14])=[CH:9][CH:8]=3)[N:4]([C:34]3[CH:35]=[CH:36][O:32][CH:33]=3)[C:5]=2[C:23]2[CH:28]=[CH:27][CH:26]=[CH:25][C:24]=2[CH:29]=[CH2:30])[CH2:22][CH2:21][CH2:20][CH2:19][CH2:18]1. (2) Given the reactants [Cl:1][C:2]1[CH:44]=[CH:43][C:5]([CH2:6][C@@H:7]([NH:28][CH:29]2[CH2:34][CH2:33][C:32]([C:36]3[CH:41]=[CH:40][C:39]([F:42])=[CH:38][CH:37]=3)([OH:35])[CH2:31][CH2:30]2)[C:8]([N:10]2[CH2:15][CH2:14][C:13]([CH:22]3[CH2:27][CH2:26][CH2:25][CH2:24][CH2:23]3)([CH2:16][N:17]3[CH:21]=[N:20][CH:19]=[N:18]3)[CH2:12][CH2:11]2)=[O:9])=[CH:4][CH:3]=1.Cl, predict the reaction product. The product is: [ClH:1].[Cl:1][C:2]1[CH:44]=[CH:43][C:5]([CH2:6][C@@H:7]([NH:28][CH:29]2[CH2:30][CH2:31][C:32]([C:36]3[CH:37]=[CH:38][C:39]([F:42])=[CH:40][CH:41]=3)([OH:35])[CH2:33][CH2:34]2)[C:8]([N:10]2[CH2:11][CH2:12][C:13]([CH:22]3[CH2:23][CH2:24][CH2:25][CH2:26][CH2:27]3)([CH2:16][N:17]3[CH:21]=[N:20][CH:19]=[N:18]3)[CH2:14][CH2:15]2)=[O:9])=[CH:4][CH:3]=1. (3) Given the reactants [F:1][C:2]1[CH:7]=[CH:6][C:5]([F:8])=[CH:4][C:3]=1[C@H:9]1[CH2:13][CH2:12][CH2:11][N:10]1[C:14]1[CH:15]=[CH:16][C:17]2[N:18]([C:20]([C:23]([O:25]CC)=[O:24])=[CH:21][N:22]=2)[CH:19]=1.[Li+].[OH-], predict the reaction product. The product is: [F:1][C:2]1[CH:7]=[CH:6][C:5]([F:8])=[CH:4][C:3]=1[C@H:9]1[CH2:13][CH2:12][CH2:11][N:10]1[C:14]1[CH:15]=[CH:16][C:17]2[N:18]([C:20]([C:23]([OH:25])=[O:24])=[CH:21][N:22]=2)[CH:19]=1.